This data is from Full USPTO retrosynthesis dataset with 1.9M reactions from patents (1976-2016). The task is: Predict the reactants needed to synthesize the given product. (1) Given the product [F:21][C:22]([F:30])([F:29])[C:23]([C:24]1[C:11]([C:13]2[CH:18]=[CH:17][C:16]([O:19][CH3:20])=[CH:15][CH:14]=2)=[C:3]2[C:4]3[CH2:10][CH2:9][CH2:8][CH2:7][C:5]=3[S:6][C:2]2=[N:1][C:25]=1[CH3:26])=[O:28], predict the reactants needed to synthesize it. The reactants are: [NH2:1][C:2]1[S:6][C:5]2[CH2:7][CH2:8][CH2:9][CH2:10][C:4]=2[C:3]=1[C:11]([C:13]1[CH:18]=[CH:17][C:16]([O:19][CH3:20])=[CH:15][CH:14]=1)=O.[F:21][C:22]([F:30])([F:29])[C:23](=[O:28])[CH2:24][C:25](=O)[CH3:26]. (2) Given the product [Br:1][C:2]1[CH:7]=[C:6]2[C:5](=[CH:4][CH:3]=1)[O:11][CH:15]([C:14]1[CH:17]=[CH:18][CH:19]=[C:20]([F:21])[CH:13]=1)[CH2:9][C:8]2=[O:10], predict the reactants needed to synthesize it. The reactants are: [Br:1][C:2]1[CH:3]=[CH:4][C:5]([OH:11])=[C:6]([C:8](=[O:10])[CH3:9])[CH:7]=1.F[C:13]1[C:20]([F:21])=[CH:19][CH:18]=[CH:17][C:14]=1[CH:15]=O. (3) Given the product [CH2:22]([C:19]1[CH:18]=[CH:17][C:16]([N:15]2[C:13]3=[N:14][C:9]([OH:8])=[CH:10][CH:11]=[C:12]3[N:24]=[C:25]2[CH3:26])=[CH:21][CH:20]=1)[CH3:23], predict the reactants needed to synthesize it. The reactants are: C([O:8][C:9]1[N:14]=[C:13]([NH:15][C:16]2[CH:21]=[CH:20][C:19]([CH2:22][CH3:23])=[CH:18][CH:17]=2)[C:12]([NH2:24])=[CH:11][CH:10]=1)C1C=CC=CC=1.[C:25](OC)(OC)(OC)[CH3:26].C(O)(C(F)(F)F)=O. (4) Given the product [C:10]([O:9][CH2:8][C:5]1[S:4][N:3]=[C:2]([Cl:1])[C:6]=1[Cl:7])(=[O:17])[C:11]1[CH:16]=[CH:15][CH:14]=[CH:13][CH:12]=1, predict the reactants needed to synthesize it. The reactants are: [Cl:1][C:2]1[C:6]([Cl:7])=[C:5]([CH2:8][OH:9])[S:4][N:3]=1.[C:10](Cl)(=[O:17])[C:11]1[CH:16]=[CH:15][CH:14]=[CH:13][CH:12]=1.C(N(CC)CC)C.O. (5) Given the product [CH2:6]([N:13]1[CH2:17][CH2:16][C:15]([NH:28][C:26](=[O:21])[CH3:27])([CH3:19])[CH2:14]1)[C:7]1[CH:12]=[CH:11][CH:10]=[CH:9][CH:8]=1, predict the reactants needed to synthesize it. The reactants are: S(=O)(=O)(O)O.[CH2:6]([N:13]1[CH2:17][CH2:16][C:15]([CH3:19])(O)[CH2:14]1)[C:7]1[CH:12]=[CH:11][CH:10]=[CH:9][CH:8]=1.C(=O)([O-])[O-:21].[K+].[K+].[C:26](#[N:28])[CH3:27]. (6) Given the product [NH2:12][C:10](=[O:11])[C@H:9]([NH:8][C:6]1[N:7]=[C:2]([NH:28][C:21]2[CH:20]=[N:19][N:23]3[CH:24]=[CH:25][CH:26]=[CH:27][C:22]=23)[C:3]([C:15]([NH2:16])=[O:30])=[N:4][CH:5]=1)[CH2:13][CH3:14], predict the reactants needed to synthesize it. The reactants are: Cl[C:2]1[N:7]=[C:6]([NH:8][C@H:9]([CH2:13][CH3:14])[C:10]([NH2:12])=[O:11])[CH:5]=[N:4][C:3]=1[C:15]#[N:16].Cl.Cl.[N:19]1[N:23]2[CH:24]=[CH:25][CH:26]=[CH:27][C:22]2=[C:21]([NH2:28])[CH:20]=1.C(=O)([O-])[O-:30].[Cs+].[Cs+].C1C=CC(P(C2C(C3C(P(C4C=CC=CC=4)C4C=CC=CC=4)=CC=C4C=3C=CC=C4)=C3C(C=CC=C3)=CC=2)C2C=CC=CC=2)=CC=1.[OH-].[K+].OO.